This data is from Catalyst prediction with 721,799 reactions and 888 catalyst types from USPTO. The task is: Predict which catalyst facilitates the given reaction. (1) Reactant: [CH3:1][C:2]1([CH3:26])[CH2:11][CH2:10][C:9](=[O:12])[C:8]2[CH:7]=[C:6]([N:13]=[N:14][C:15]3[CH:25]=[CH:24][C:18]([C:19]([O:21][CH2:22][CH3:23])=[O:20])=[CH:17][CH:16]=3)[CH:5]=[CH:4][C:3]1=2.[BH4-].[Na+]. Product: [CH3:26][C:2]1([CH3:1])[CH2:11][CH2:10][CH:9]([OH:12])[C:8]2[CH:7]=[C:6]([N:13]=[N:14][C:15]3[CH:16]=[CH:17][C:18]([C:19]([O:21][CH2:22][CH3:23])=[O:20])=[CH:24][CH:25]=3)[CH:5]=[CH:4][C:3]1=2. The catalyst class is: 242. (2) The catalyst class is: 10. Reactant: [Cl:1][CH:2]=[C:3]([C:15]1[CH:20]=[CH:19][CH:18]=[CH:17][N:16]=1)[O:4][Si](C(C)C)(C(C)C)C(C)C.C([O-])(O)=O.[Na+].C(Cl)Cl. Product: [Cl:1][CH2:2][C:3]([C:15]1[CH:20]=[CH:19][CH:18]=[CH:17][N:16]=1)=[O:4]. (3) Reactant: [OH:1]O.[Cl:3][C:4]1[C:5]([S:14][CH2:15][CH2:16][CH3:17])=[N:6][CH:7]=[C:8]([C:10]([F:13])([F:12])[F:11])[CH:9]=1. Product: [Cl:3][C:4]1[C:5]([S:14]([CH2:15][CH2:16][CH3:17])=[O:1])=[N:6][CH:7]=[C:8]([C:10]([F:11])([F:12])[F:13])[CH:9]=1. The catalyst class is: 15. (4) Reactant: Cl[C:2]1[C:7]([N+:8]([O-:10])=[O:9])=[CH:6][CH:5]=[CH:4][N:3]=1.C([O-])([O-])=O.[Na+].[Na+].[CH3:17][NH:18][CH2:19][C:20]1[CH:25]=[CH:24][CH:23]=[CH:22][CH:21]=1.[Cl-].[Cl-].[Ca+2].Cl. Product: [CH2:19]([N:18]([CH3:17])[C:2]1[C:7]([N+:8]([O-:10])=[O:9])=[CH:6][CH:5]=[CH:4][N:3]=1)[C:20]1[CH:25]=[CH:24][CH:23]=[CH:22][CH:21]=1. The catalyst class is: 1. (5) Reactant: [CH2:1]([C:3]1[CH:4]=[C:5]([NH:15][C:16]([NH:18][CH2:19][C@@H:20]2[CH2:25][CH2:24][CH2:23][N:22]([CH2:26][C:27]([C:29]3[CH:34]=[CH:33][C:32]([F:35])=[CH:31][CH:30]=3)=O)[CH2:21]2)=[O:17])[CH:6]=[C:7]([C:9]2[N:13]([CH3:14])[N:12]=[N:11][N:10]=2)[CH:8]=1)[CH3:2].Cl.[NH2:37][OH:38]. Product: [CH2:1]([C:3]1[CH:4]=[C:5]([NH:15][C:16]([NH:18][CH2:19][C@@H:20]2[CH2:25][CH2:24][CH2:23][N:22]([CH2:26][C:27]([C:29]3[CH:34]=[CH:33][C:32]([F:35])=[CH:31][CH:30]=3)=[N:37][OH:38])[CH2:21]2)=[O:17])[CH:6]=[C:7]([C:9]2[N:13]([CH3:14])[N:12]=[N:11][N:10]=2)[CH:8]=1)[CH3:2]. The catalyst class is: 17.